From a dataset of Forward reaction prediction with 1.9M reactions from USPTO patents (1976-2016). Predict the product of the given reaction. (1) Given the reactants C(O)(C(F)(F)F)=O.C(OC(=O)[NH:14][C@@H:15]1[CH2:20][CH2:19][N:18]([C:21]2[CH:26]=[C:25]([C:27]#[N:28])[CH:24]=[C:23]([NH:29][C:30]3[N:35]=[C:34]([N:36]([CH:46]4[CH2:48][CH2:47]4)CC4C=CC(OC)=CC=4)[C:33]4=[N:49][CH:50]=[C:51]([C:52]#[N:53])[N:32]4[N:31]=3)[C:22]=2[Cl:54])[CH2:17][C@H:16]1[O:55][Si:56]([CH:63]([CH3:65])[CH3:64])([CH:60]([CH3:62])[CH3:61])[CH:57]([CH3:59])[CH3:58])(C)(C)C.C1(OC)C=CC=CC=1, predict the reaction product. The product is: [NH2:14][C@@H:15]1[CH2:20][CH2:19][N:18]([C:21]2[C:22]([Cl:54])=[C:23]([NH:29][C:30]3[N:35]=[C:34]([NH:36][CH:46]4[CH2:47][CH2:48]4)[C:33]4=[N:49][CH:50]=[C:51]([C:52]#[N:53])[N:32]4[N:31]=3)[CH:24]=[C:25]([C:27]#[N:28])[CH:26]=2)[CH2:17][C@H:16]1[O:55][Si:56]([CH:60]([CH3:62])[CH3:61])([CH:63]([CH3:65])[CH3:64])[CH:57]([CH3:58])[CH3:59]. (2) Given the reactants [CH3:1][O:2][C:3]1[CH:4]=[N:5][C:6]([C:9](OC)=[O:10])=[N:7][CH:8]=1.[BH4-].[Na+], predict the reaction product. The product is: [CH3:1][O:2][C:3]1[CH:4]=[N:5][C:6]([CH2:9][OH:10])=[N:7][CH:8]=1. (3) Given the reactants [H-].[Na+].C(OP([CH2:11][C:12]([O:14][CH2:15][CH3:16])=[O:13])(OCC)=O)C.[N+:17]([C:20]1[CH:21]=[C:22]([C:36](=O)[CH3:37])[CH:23]=[CH:24][C:25]=1[O:26][CH:27]([C:30]1[CH:35]=[CH:34][CH:33]=[CH:32][CH:31]=1)[CH2:28][CH3:29])([O-:19])=[O:18], predict the reaction product. The product is: [N+:17]([C:20]1[CH:21]=[C:22]([C:36]([CH3:37])=[CH:11][C:12]([O:14][CH2:15][CH3:16])=[O:13])[CH:23]=[CH:24][C:25]=1[O:26][CH:27]([C:30]1[CH:31]=[CH:32][CH:33]=[CH:34][CH:35]=1)[CH2:28][CH3:29])([O-:19])=[O:18]. (4) Given the reactants [Cl:1][C:2]1[CH:19]=[CH:18][C:5]2[N:6]([CH2:11][CH2:12][CH2:13][C:14]([F:17])(F)F)[C:7]([CH2:9]Cl)=[N:8][C:4]=2[CH:3]=1.[CH3:20][S:21]([C:24]1[C:32]2[C:27](=[CH:28][CH:29]=[CH:30][CH:31]=2)[NH:26][N:25]=1)(=[O:23])=[O:22].CS([C:37]1C2C(=CN=CC=2)N[N:38]=1)(=O)=O, predict the reaction product. The product is: [Cl:1][C:2]1[CH:19]=[CH:18][C:5]2[N:6]([C:11]3[CH:37]=[N:38][C:14]([F:17])=[CH:13][CH:12]=3)[C:7]([CH2:9][N:26]3[C:27]4[C:32](=[CH:31][CH:30]=[CH:29][CH:28]=4)[C:24]([S:21]([CH3:20])(=[O:22])=[O:23])=[N:25]3)=[N:8][C:4]=2[CH:3]=1. (5) Given the reactants [CH:1]([O:14][C:15]1[CH:20]=[CH:19][C:18]([N+:21]([O-])=O)=[CH:17][C:16]=1[C:24](=[O:27])[CH2:25][CH3:26])([C:8]1[CH:13]=[CH:12][CH:11]=[CH:10][CH:9]=1)[C:2]1[CH:7]=[CH:6][CH:5]=[CH:4][CH:3]=1, predict the reaction product. The product is: [NH2:21][C:18]1[CH:19]=[CH:20][C:15]([O:14][CH:1]([C:2]2[CH:3]=[CH:4][CH:5]=[CH:6][CH:7]=2)[C:8]2[CH:9]=[CH:10][CH:11]=[CH:12][CH:13]=2)=[C:16]([C:24](=[O:27])[CH2:25][CH3:26])[CH:17]=1. (6) The product is: [N+:8]([C:7]1[C:2]([NH:29][CH:26]2[CH2:25][CH2:24][N:23]([C:21]([O:20][C:16]([CH3:19])([CH3:18])[CH3:17])=[O:22])[CH2:28][CH2:27]2)=[N:3][CH:4]=[CH:5][CH:6]=1)([O-:10])=[O:9]. Given the reactants Cl[C:2]1[C:7]([N+:8]([O-:10])=[O:9])=[CH:6][CH:5]=[CH:4][N:3]=1.CN(C)C=O.[C:16]([O:20][C:21]([N:23]1[CH2:28][CH2:27][CH:26]([NH2:29])[CH2:25][CH2:24]1)=[O:22])([CH3:19])([CH3:18])[CH3:17].C(=O)([O-])[O-].[Na+].[Na+], predict the reaction product.